From a dataset of Reaction yield outcomes from USPTO patents with 853,638 reactions. Predict the reaction yield, written as a fraction of the theoretical maximum amount of product (1.0 means a 100% yield; for example, 0.34 means a 34% yield). (1) The reactants are C([Si](C)(C)[O:6][CH2:7][CH2:8][N:9]1[CH:13]=[CH:12][C:11]([NH:14][C:15]([CH:17]2[CH:21]([C:22]3[CH:27]=[CH:26][CH:25]=[C:24]([Cl:28])[CH:23]=3)[C:20]([C:31]3[CH:36]=[CH:35][C:34]([Cl:37])=[CH:33][CH:32]=3)([C:29]#[N:30])[CH:19]([CH2:38][C:39]([CH3:42])([CH3:41])[CH3:40])[NH:18]2)=[O:16])=[N:10]1)(C)(C)C.C(O)(=O)C.O. The catalyst is CCOC(C)=O. The product is [OH:6][CH2:7][CH2:8][N:9]1[CH:13]=[CH:12][C:11]([NH:14][C:15]([CH:17]2[CH:21]([C:22]3[CH:27]=[CH:26][CH:25]=[C:24]([Cl:28])[CH:23]=3)[C:20]([C:31]3[CH:32]=[CH:33][C:34]([Cl:37])=[CH:35][CH:36]=3)([C:29]#[N:30])[CH:19]([CH2:38][C:39]([CH3:42])([CH3:41])[CH3:40])[NH:18]2)=[O:16])=[N:10]1. The yield is 0.402. (2) The reactants are C[O:2][C:3]1[CH:4]=[C:5]2[C:10](=[CH:11][CH:12]=1)[N:9]=[C:8]([C:13]1[CH:21]=[CH:20][C:16]([C:17]([OH:19])=[O:18])=[CH:15][CH:14]=1)[N:7]=[C:6]2[CH3:22].B(Br)(Br)Br. The catalyst is C(Cl)Cl. The product is [OH:2][C:3]1[CH:4]=[C:5]2[C:10](=[CH:11][CH:12]=1)[N:9]=[C:8]([C:13]1[CH:14]=[CH:15][C:16]([C:17]([OH:19])=[O:18])=[CH:20][CH:21]=1)[N:7]=[C:6]2[CH3:22]. The yield is 0.760. (3) The reactants are [N+:1]([C:4]1[CH:5]=[C:6]([CH:10]=[CH:11][C:12]=1[N+:13]([O-:15])=[O:14])[C:7]([OH:9])=O)([O-:3])=[O:2].O=S(Cl)Cl.[CH3:20][N:21]1[CH2:26][CH2:25][NH:24][CH2:23][CH2:22]1.CCN(CC)CC. The catalyst is C(Cl)Cl. The product is [N+:1]([C:4]1[CH:5]=[C:6]([C:7]([N:24]2[CH2:25][CH2:26][N:21]([CH3:20])[CH2:22][CH2:23]2)=[O:9])[CH:10]=[CH:11][C:12]=1[N+:13]([O-:15])=[O:14])([O-:3])=[O:2]. The yield is 0.952. (4) The reactants are C1CCN(C(N=NC(N2CCCCC2)=O)=O)CC1.C1(P(C2C=CC=CC=2)C2C=CC=CC=2)C=CC=CC=1.[CH3:38][O:39][CH2:40][C:41]1[CH:46]=[CH:45][C:44]([CH2:47][CH2:48][OH:49])=[CH:43][CH:42]=1.O[C:51]1[CH:64]=[CH:63][C:54]([CH2:55][CH:56]([CH2:61][CH3:62])[C:57]([O:59][CH3:60])=[O:58])=[CH:53][CH:52]=1. The catalyst is ClCCl.C(OCC)(=O)C. The product is [CH3:38][O:39][CH2:40][C:41]1[CH:46]=[CH:45][C:44]([CH2:47][CH2:48][O:49][C:51]2[CH:64]=[CH:63][C:54]([CH2:55][CH:56]([CH2:61][CH3:62])[C:57]([O:59][CH3:60])=[O:58])=[CH:53][CH:52]=2)=[CH:43][CH:42]=1. The yield is 0.600.